Task: Regression. Given two drug SMILES strings and cell line genomic features, predict the synergy score measuring deviation from expected non-interaction effect.. Dataset: NCI-60 drug combinations with 297,098 pairs across 59 cell lines (1) Drug 1: CN(CCCl)CCCl.Cl. Drug 2: N.N.Cl[Pt+2]Cl. Cell line: NCI-H522. Synergy scores: CSS=92.3, Synergy_ZIP=-3.05, Synergy_Bliss=-3.81, Synergy_Loewe=-0.143, Synergy_HSA=1.48. (2) Drug 1: CC1=CC2C(CCC3(C2CCC3(C(=O)C)OC(=O)C)C)C4(C1=CC(=O)CC4)C. Drug 2: CC(C)NC(=O)C1=CC=C(C=C1)CNNC.Cl. Cell line: SK-MEL-28. Synergy scores: CSS=-1.48, Synergy_ZIP=6.14, Synergy_Bliss=9.19, Synergy_Loewe=2.24, Synergy_HSA=2.60.